This data is from TCR-epitope binding with 47,182 pairs between 192 epitopes and 23,139 TCRs. The task is: Binary Classification. Given a T-cell receptor sequence (or CDR3 region) and an epitope sequence, predict whether binding occurs between them. (1) The epitope is RPHERNGFTVL. The TCR CDR3 sequence is CASSYLGSGANVLTF. Result: 0 (the TCR does not bind to the epitope). (2) The epitope is KLWAQCVQL. The TCR CDR3 sequence is CATSNRDLTNEQFF. Result: 1 (the TCR binds to the epitope).